Dataset: Peptide-MHC class I binding affinity with 185,985 pairs from IEDB/IMGT. Task: Regression. Given a peptide amino acid sequence and an MHC pseudo amino acid sequence, predict their binding affinity value. This is MHC class I binding data. (1) The peptide sequence is KEKGGLEGL. The MHC is HLA-B44:03 with pseudo-sequence HLA-B44:03. The binding affinity (normalized) is 0.121. (2) The peptide sequence is HFASPLHVAW. The MHC is Mamu-B17 with pseudo-sequence Mamu-B17. The binding affinity (normalized) is 0.755. (3) The peptide sequence is LPRWPPPQL. The MHC is HLA-A03:01 with pseudo-sequence HLA-A03:01. The binding affinity (normalized) is 0.0847. (4) The peptide sequence is RLEDVFAGK. The MHC is HLA-A11:01 with pseudo-sequence HLA-A11:01. The binding affinity (normalized) is 0.375. (5) The peptide sequence is TAFTIPST. The MHC is HLA-A24:02 with pseudo-sequence HLA-A24:02. The binding affinity (normalized) is 0.0101.